This data is from CYP2C9 inhibition data for predicting drug metabolism from PubChem BioAssay. The task is: Regression/Classification. Given a drug SMILES string, predict its absorption, distribution, metabolism, or excretion properties. Task type varies by dataset: regression for continuous measurements (e.g., permeability, clearance, half-life) or binary classification for categorical outcomes (e.g., BBB penetration, CYP inhibition). Dataset: cyp2c9_veith. The drug is C[C@H](CCC(=O)O)[C@H]1CC[C@@H]2[C@H]3CC[C@H]4C[C@H](O)CC[C@@]4(C)[C@@H]3CC[C@@]21C. The result is 0 (non-inhibitor).